From a dataset of Forward reaction prediction with 1.9M reactions from USPTO patents (1976-2016). Predict the product of the given reaction. (1) Given the reactants C([Li])CCC.[CH3:6][N:7]1[CH:11]=[CH:10][N:9]=[CH:8]1.[C:12]([CH:20]1[CH2:25][CH2:24][N:23]([C:26]([O:28][C:29]([CH3:32])([CH3:31])[CH3:30])=[O:27])[CH2:22][CH2:21]1)(=[O:19])[C:13]1[CH:18]=[CH:17][CH:16]=[CH:15][CH:14]=1.CCCCCC.C(OCC)(=O)C, predict the reaction product. The product is: [OH:19][C:12]([C:8]1[N:7]([CH3:6])[CH:11]=[CH:10][N:9]=1)([C:13]1[CH:14]=[CH:15][CH:16]=[CH:17][CH:18]=1)[CH:20]1[CH2:25][CH2:24][N:23]([C:26]([O:28][C:29]([CH3:31])([CH3:32])[CH3:30])=[O:27])[CH2:22][CH2:21]1. (2) Given the reactants F[C:2]1[CH:9]=[C:8]([F:10])[CH:7]=[CH:6][C:3]=1[C:4]#[N:5].[NH2:11][CH2:12][CH:13]([OH:16])[CH2:14][OH:15].C(N(C(C)C)C(C)C)C.[NH4+].[Cl-], predict the reaction product. The product is: [OH:16][CH:13]([CH2:14][OH:15])[CH2:12][NH:11][C:2]1[CH:9]=[C:8]([F:10])[CH:7]=[CH:6][C:3]=1[C:4]#[N:5]. (3) The product is: [Cl:1][C:2]1[CH:18]=[CH:17][C:16]([Cl:19])=[CH:15][C:3]=1[O:4][CH2:5][C:6]1[CH:11]=[CH:10][N:9]=[C:8]([C:12]([NH:20][C:21]2[CH:22]=[N:23][N:24]([C:26]([O:28][C:29]([CH3:32])([CH3:31])[CH3:30])=[O:27])[CH:25]=2)=[O:14])[CH:7]=1. Given the reactants [Cl:1][C:2]1[CH:18]=[CH:17][C:16]([Cl:19])=[CH:15][C:3]=1[O:4][CH2:5][C:6]1[CH:11]=[CH:10][N:9]=[C:8]([C:12]([OH:14])=O)[CH:7]=1.[NH2:20][C:21]1[CH:22]=[N:23][N:24]([C:26]([O:28][C:29]([CH3:32])([CH3:31])[CH3:30])=[O:27])[CH:25]=1, predict the reaction product. (4) Given the reactants [C:1]([O:5][C:6]([NH:8][C@H:9]1[CH2:14][CH2:13][CH2:12][N:11]([C:15]2[CH:20]=[CH:19][N:18]=[CH:17][C:16]=2[NH:21][C:22]([C:24]2[C:33]([NH:34][C:35](=[O:44])[O:36][CH2:37][C:38]3[CH:43]=[CH:42][CH:41]=[CH:40][CH:39]=3)=[CH:32][C:31]3[C:26](=[CH:27][C:28]([CH:45]=[O:46])=[CH:29][CH:30]=3)[N:25]=2)=[O:23])[CH2:10]1)=[O:7])([CH3:4])([CH3:3])[CH3:2].[CH2:47]1COCC1, predict the reaction product. The product is: [C:1]([O:5][C:6]([NH:8][C@H:9]1[CH2:14][CH2:13][CH2:12][N:11]([C:15]2[CH:20]=[CH:19][N:18]=[CH:17][C:16]=2[NH:21][C:22]([C:24]2[C:33]([NH:34][C:35](=[O:44])[O:36][CH2:37][C:38]3[CH:39]=[CH:40][CH:41]=[CH:42][CH:43]=3)=[CH:32][C:31]3[C:26](=[CH:27][C:28]([CH:45]([OH:46])[CH3:47])=[CH:29][CH:30]=3)[N:25]=2)=[O:23])[CH2:10]1)=[O:7])([CH3:4])([CH3:2])[CH3:3]. (5) Given the reactants [F:1][C:2]1[CH:7]=[CH:6][CH:5]=[C:4]([F:8])[C:3]=1I.[CH2:10]([O:12][P:13]([O:17]CC)[O:14][CH2:15][CH3:16])[CH3:11], predict the reaction product. The product is: [F:1][C:2]1[CH:7]=[CH:6][CH:5]=[C:4]([F:8])[C:3]=1[P:13](=[O:17])([O:14][CH2:15][CH3:16])[O:12][CH2:10][CH3:11]. (6) Given the reactants [CH3:1][C:2]([O:5][C:6]([NH:8][C@@H:9]([C:11]([OH:13])=O)[CH3:10])=[O:7])([CH3:4])[CH3:3].CN(C)C=O.CN(C(ON1N=NC2C=CC=CC1=2)=[N+](C)C)C.[B-](F)(F)(F)F.[CH3:41][C:42]1[CH:47]=[CH:46][C:45]([O:48][C:49]2[CH:55]=[CH:54][C:52]([NH2:53])=[CH:51][CH:50]=2)=[CH:44][C:43]=1[O:56][CH3:57], predict the reaction product. The product is: [CH3:10][C@@H:9]([NH:8][C:6](=[O:7])[O:5][C:2]([CH3:1])([CH3:3])[CH3:4])[C:11]([NH:53][C:52]1[CH:51]=[CH:50][C:49]([O:48][C:45]2[CH:46]=[CH:47][C:42]([CH3:41])=[C:43]([O:56][CH3:57])[CH:44]=2)=[CH:55][CH:54]=1)=[O:13]. (7) The product is: [C:39]([CH:36]1[CH2:37][CH2:38][N:33]([C:15]([N:13]2[CH2:14][CH:9]([C:5]3[CH:6]=[CH:7][CH:8]=[C:3]([C:2]([F:1])([F:31])[F:32])[CH:4]=3)[CH2:10][CH:11]([C:27]([O:29][CH3:30])=[O:28])[CH2:12]2)=[O:17])[CH2:34][CH2:35]1)#[N:40]. Given the reactants [F:1][C:2]([F:32])([F:31])[C:3]1[CH:4]=[C:5]([CH:9]2[CH2:14][N:13]([C:15]([O:17]C3C=CC([N+]([O-])=O)=CC=3)=O)[CH2:12][CH:11]([C:27]([O:29][CH3:30])=[O:28])[CH2:10]2)[CH:6]=[CH:7][CH:8]=1.[NH:33]1[CH2:38][CH2:37][CH:36]([C:39]#[N:40])[CH2:35][CH2:34]1.C(=O)([O-])[O-].[K+].[K+], predict the reaction product. (8) Given the reactants Cl[CH2:2]Cl.Cl.[CH3:5][C:6]1[CH:20]=[CH:19][C:9]([C:10]([NH:12][CH2:13][CH:14](N)[CH:15](C)C)=[O:11])=[CH:8][CH:7]=1.Cl[C:22]([O:24][CH2:25][C:26]([Cl:29])([Cl:28])[Cl:27])=[O:23].[CH2:30]([N:32](CC)CC)C, predict the reaction product. The product is: [Cl:27][C:26]([Cl:29])([Cl:28])[CH2:25][O:24][C:22]([NH:32][CH2:30][CH:13]([NH:12][C:10](=[O:11])[C:9]1[CH:8]=[CH:7][C:6]([CH3:5])=[CH:20][CH:19]=1)[CH:14]([CH3:15])[CH3:2])=[O:23]. (9) Given the reactants C(O[C:4]([C:6]1[CH:10]=[CH:9][N:8]([CH:11]([CH3:13])[CH3:12])[C:7]=1[CH:14]([NH:23][C:24]1[CH:29]=[C:28]([Cl:30])[C:27](=[O:31])[N:26]([CH2:32][C:33]2[CH:38]=[CH:37][C:36]([O:39][CH3:40])=[CH:35][CH:34]=2)[CH:25]=1)[C:15]1[CH:20]=[CH:19][C:18]([C:21]#[N:22])=[CH:17][CH:16]=1)=[O:5])C.[Cl-].C[Al+]C, predict the reaction product. The product is: [Cl:30][C:28]1[C:27](=[O:31])[N:26]([CH2:32][C:33]2[CH:38]=[CH:37][C:36]([O:39][CH3:40])=[CH:35][CH:34]=2)[CH:25]=[C:24]([N:23]2[C:4](=[O:5])[C:6]3[CH:10]=[CH:9][N:8]([CH:11]([CH3:13])[CH3:12])[C:7]=3[CH:14]2[C:15]2[CH:20]=[CH:19][C:18]([C:21]#[N:22])=[CH:17][CH:16]=2)[CH:29]=1. (10) Given the reactants C(O)C.[F:4][C:5]1[CH:10]=[C:9]([CH2:11][OH:12])[CH:8]=[CH:7][C:6]=1/[CH:13]=[CH:14]/[C:15]([O:17][CH2:18][CH3:19])=[O:16].[BH4-].[Na+].C(O)(=O)CC(CC(O)=O)(C(O)=O)O, predict the reaction product. The product is: [F:4][C:5]1[CH:10]=[C:9]([CH2:11][OH:12])[CH:8]=[CH:7][C:6]=1[CH2:13][CH2:14][C:15]([O:17][CH2:18][CH3:19])=[O:16].